This data is from Catalyst prediction with 721,799 reactions and 888 catalyst types from USPTO. The task is: Predict which catalyst facilitates the given reaction. Reactant: [Si:1]([O:18][C@H:19]([CH3:39])[CH2:20][CH2:21][CH2:22][CH2:23][O:24][C:25]1([CH3:38])[CH2:30][CH2:29][N:28](C(OC(C)(C)C)=O)[CH2:27][CH2:26]1)([C:14]([CH3:17])([CH3:16])[CH3:15])([C:8]1[CH:13]=[CH:12][CH:11]=[CH:10][CH:9]=1)[C:2]1[CH:7]=[CH:6][CH:5]=[CH:4][CH:3]=1.Cl. Product: [Si:1]([O:18][C@H:19]([CH3:39])[CH2:20][CH2:21][CH2:22][CH2:23][O:24][C:25]1([CH3:38])[CH2:26][CH2:27][NH:28][CH2:29][CH2:30]1)([C:14]([CH3:17])([CH3:15])[CH3:16])([C:2]1[CH:7]=[CH:6][CH:5]=[CH:4][CH:3]=1)[C:8]1[CH:9]=[CH:10][CH:11]=[CH:12][CH:13]=1. The catalyst class is: 12.